From a dataset of Acute oral toxicity (LD50) regression data from Zhu et al.. Regression/Classification. Given a drug SMILES string, predict its toxicity properties. Task type varies by dataset: regression for continuous values (e.g., LD50, hERG inhibition percentage) or binary classification for toxic/non-toxic outcomes (e.g., AMES mutagenicity, cardiotoxicity, hepatotoxicity). Dataset: ld50_zhu. (1) The molecule is CC(C)(C)C(CS(C)(=O)=O)=NO. The rat oral LD50 is 2.42, given as -log10 of the dose in mol/kg body weight (higher means more acutely toxic). (2) The molecule is CCOP(=S)(N=C1SCCS1)OCC. The rat oral LD50 is 4.29, given as -log10 of the dose in mol/kg body weight (higher means more acutely toxic). (3) The drug is Cc1ccc(C)c(N)c1. The rat oral LD50 is 1.97, given as -log10 of the dose in mol/kg body weight (higher means more acutely toxic). (4) The compound is CCOC(=O)CSP(=O)(OC)OC. The rat oral LD50 is 2.77, given as -log10 of the dose in mol/kg body weight (higher means more acutely toxic). (5) The molecule is OC1(c2ccccc2)c2cc(F)ccc2C2=NCCN21. The rat oral LD50 is 3.83, given as -log10 of the dose in mol/kg body weight (higher means more acutely toxic). (6) The molecule is CC(=O)Nc1ccc(-c2ccc(N)cc2)cc1. The rat oral LD50 is 2.14, given as -log10 of the dose in mol/kg body weight (higher means more acutely toxic). (7) The molecule is CCOP(=O)(OCC)SCCS(=O)(=O)CC. The rat oral LD50 is 5.18, given as -log10 of the dose in mol/kg body weight (higher means more acutely toxic). (8) The compound is COc1ccc2c(c1)c(CC(=O)OCC(=O)O)c(C)n2C(=O)c1ccc(Cl)cc1. The rat oral LD50 is 4.24, given as -log10 of the dose in mol/kg body weight (higher means more acutely toxic).